The task is: Predict the reaction yield, written as a fraction of the theoretical maximum amount of product (1.0 means a 100% yield; for example, 0.34 means a 34% yield).. This data is from Reaction yield outcomes from USPTO patents with 853,638 reactions. (1) The reactants are ClC(Cl)(O[C:5](=[O:11])OC(Cl)(Cl)Cl)Cl.[F:13][C:14]([F:22])([F:21])[CH:15]([OH:20])[C:16]([F:19])([F:18])[F:17].C(N(CC)C(C)C)(C)C.[CH3:32][C:33]1[CH:38]=[C:37]([C:39]2[CH:44]=[CH:43][C:42]([CH2:45][N:46]3[CH2:51][CH2:50][NH:49][CH2:48][CH2:47]3)=[C:41]([CH3:52])[CH:40]=2)[CH:36]=[C:35]([CH3:53])[N:34]=1. The catalyst is ClCCl. The product is [CH3:53][C:35]1[CH:36]=[C:37]([C:39]2[CH:44]=[CH:43][C:42]([CH2:45][N:46]3[CH2:51][CH2:50][N:49]([C:5]([O:20][CH:15]([C:16]([F:19])([F:18])[F:17])[C:14]([F:22])([F:21])[F:13])=[O:11])[CH2:48][CH2:47]3)=[C:41]([CH3:52])[CH:40]=2)[CH:38]=[C:33]([CH3:32])[N:34]=1. The yield is 0.470. (2) The product is [F:17][C:18]1[CH:38]=[C:37]([N+:39]([O-:41])=[O:40])[CH:36]=[CH:35][C:19]=1[O:20][C:2]1[CH:7]=[CH:6][N:5]=[C:4]2[CH:8]=[C:9]([C:11]3[N:12]=[CH:13][N:14]([CH3:16])[CH:15]=3)[S:10][C:3]=12. The reactants are Cl[C:2]1[CH:7]=[CH:6][N:5]=[C:4]2[CH:8]=[C:9]([C:11]3[N:12]=[CH:13][N:14]([CH3:16])[CH:15]=3)[S:10][C:3]=12.[F:17][C:18]1[CH:38]=[C:37]([N+:39]([O-:41])=[O:40])[CH:36]=[CH:35][C:19]=1[O:20]C1C=CN=C2C=C(C3SC=CN=3)SC=12. The yield is 0.470. No catalyst specified.